Dataset: Catalyst prediction with 721,799 reactions and 888 catalyst types from USPTO. Task: Predict which catalyst facilitates the given reaction. Reactant: [OH:1][NH:2][C:3]([C:5]1[S:21][C:8]2=[CH:9][N:10]=[CH:11][C:12]([O:13][C:14]3[CH:19]=[CH:18][C:17]([I:20])=[CH:16][CH:15]=3)=[C:7]2[CH:6]=1)=[NH:4].C1N=CN([C:27](N2C=NC=C2)=[O:28])C=1. Product: [I:20][C:17]1[CH:16]=[CH:15][C:14]([O:13][C:12]2[CH:11]=[N:10][CH:9]=[C:8]3[S:21][C:5]([C:3]4[NH:2][O:1][C:27](=[O:28])[N:4]=4)=[CH:6][C:7]=23)=[CH:19][CH:18]=1. The catalyst class is: 3.